From a dataset of Catalyst prediction with 721,799 reactions and 888 catalyst types from USPTO. Predict which catalyst facilitates the given reaction. (1) Reactant: [Br-].[CH2:2]([P+](C1C=CC=CC=1)(C1C=CC=CC=1)C1C=CC=CC=1)[CH2:3][CH2:4][CH2:5][CH2:6][CH3:7].[Li+].C[Si]([N-][Si](C)(C)C)(C)C.[Cl:37][C:38]1[CH:39]=[C:40]2[C:44](=[CH:45][CH:46]=1)[NH:43][C:42]([CH:47]=O)=[CH:41]2. Product: [Cl:37][C:38]1[CH:39]=[C:40]2[C:44](=[CH:45][CH:46]=1)[NH:43][C:42]([CH:47]=[CH:2][CH2:3][CH2:4][CH2:5][CH2:6][CH3:7])=[CH:41]2. The catalyst class is: 1. (2) Reactant: Cl.[NH2:2][CH2:3][C:4]1[CH:5]=[C:6]([C:14]2[S:15][C:16]([CH3:30])=[C:17]([CH2:19][N:20]3[CH:24]=[C:23]([C:25]([O:27][CH2:28][CH3:29])=[O:26])[CH:22]=[N:21]3)[N:18]=2)[CH:7]=[C:8]([C:10]([F:13])([F:12])[F:11])[CH:9]=1.[N:31]1[CH:36]=[CH:35][CH:34]=[CH:33][C:32]=1[C:37](O)=[O:38].CN(C)CCCN=C=NCC.ON1C2C=CC=CC=2N=N1.C(N(CC)CC)C. Product: [CH3:30][C:16]1[S:15][C:14]([C:6]2[CH:7]=[C:8]([C:10]([F:13])([F:11])[F:12])[CH:9]=[C:4]([CH2:3][NH:2][C:37]([C:32]3[CH:33]=[CH:34][CH:35]=[CH:36][N:31]=3)=[O:38])[CH:5]=2)=[N:18][C:17]=1[CH2:19][N:20]1[CH:24]=[C:23]([C:25]([O:27][CH2:28][CH3:29])=[O:26])[CH:22]=[N:21]1. The catalyst class is: 35. (3) The catalyst class is: 93. Product: [CH2:40]([C:36]1([CH2:35][O:34][C:7]2[CH:2]=[C:3]([C:14]([OH:16])=[O:15])[C:4]([C:8]3[CH:9]=[CH:10][CH:11]=[CH:12][CH:13]=3)=[CH:5][CH:6]=2)[CH2:39][O:38][CH2:37]1)[CH3:41]. Reactant: O[C:2]1[CH:7]=[CH:6][CH:5]=[C:4]([C:8]2[CH:13]=[CH:12][CH:11]=[CH:10][CH:9]=2)[C:3]=1[C:14]([O:16]CC)=[O:15].[OH-].[K+].C(O)C.S([O:34][CH2:35][C:36]1([CH2:40][CH3:41])[CH2:39][O:38][CH2:37]1)(C1C=CC(C)=CC=1)(=O)=O. (4) Product: [Br:1][C:2]1[CH:7]=[C:6]([Cl:8])[CH:5]=[C:4]([Cl:9])[C:3]=1[CH2:10][Br:13]. The catalyst class is: 4. Reactant: [Br:1][C:2]1[CH:7]=[C:6]([Cl:8])[CH:5]=[C:4]([Cl:9])[C:3]=1[CH2:10]O.P(Br)(Br)[Br:13].C(=O)([O-])[O-].[Na+].[Na+]. (5) Reactant: [C:1]([O:4][C@H:5]1[C@H:10]([O:11][C:12](=[O:14])[CH3:13])[C@@H:9]([O:15][C:16](=[O:18])[CH3:17])[C@H:8]([C:19]2[CH:28]=[C:27]([CH2:29][C:30]3[CH:35]=[CH:34][C:33]([C:36](=O)[CH3:37])=[CH:32][CH:31]=3)[C:26]([Cl:39])=[C:25]3[C:20]=2[CH2:21][CH2:22][CH2:23][O:24]3)[O:7][C@@H:6]1[CH2:40][O:41][C:42](=[O:44])[CH3:43])(=[O:3])[CH3:2]. Product: [C:1]([O:4][C@H:5]1[C@H:10]([O:11][C:12](=[O:14])[CH3:13])[C@@H:9]([O:15][C:16](=[O:18])[CH3:17])[C@H:8]([C:19]2[CH:28]=[C:27]([CH2:29][C:30]3[CH:35]=[CH:34][C:33]([CH:36]=[CH2:37])=[CH:32][CH:31]=3)[C:26]([Cl:39])=[C:25]3[C:20]=2[CH2:21][CH2:22][CH2:23][O:24]3)[O:7][C@@H:6]1[CH2:40][O:41][C:42](=[O:44])[CH3:43])(=[O:3])[CH3:2]. The catalyst class is: 11. (6) Reactant: [CH:1](=[C:3]1[CH2:8][CH2:7][N:6]([C:9]([C:11]2[CH:16]=[CH:15][C:14]([F:17])=[CH:13][CH:12]=2)=[O:10])[CH2:5][CH2:4]1)[CH3:2].ClC1C=CC=C(C(OO)=[O:26])C=1. Product: [F:17][C:14]1[CH:13]=[CH:12][C:11]([C:9]([N:6]2[CH2:7][CH2:8][C:3]3([O:26][CH:1]3[CH3:2])[CH2:4][CH2:5]2)=[O:10])=[CH:16][CH:15]=1. The catalyst class is: 22. (7) Reactant: Br[C:2]1[C:3]2[C:4]([S:19][C:20]3[CH:25]=[CH:24][C:23]([Cl:26])=[CH:22][CH:21]=3)=[C:5]3[CH:14]([CH2:15][C:16]([OH:18])=[O:17])[CH2:13][CH2:12][N:6]3[C:7]=2[CH:8]=[C:9]([F:11])[CH:10]=1.C[Mg+].[Br-].[Li]C(CC)C.[CH:35](=[O:37])[CH3:36]. Product: [Cl:26][C:23]1[CH:24]=[CH:25][C:20]([S:19][C:4]2[C:3]3[C:2]([CH:35]([OH:37])[CH3:36])=[CH:10][C:9]([F:11])=[CH:8][C:7]=3[N:6]3[CH2:12][CH2:13][CH:14]([CH2:15][C:16]([OH:18])=[O:17])[C:5]=23)=[CH:21][CH:22]=1. The catalyst class is: 1.